From a dataset of TCR-epitope binding with 47,182 pairs between 192 epitopes and 23,139 TCRs. Binary Classification. Given a T-cell receptor sequence (or CDR3 region) and an epitope sequence, predict whether binding occurs between them. (1) The epitope is NLVPMVATV. The TCR CDR3 sequence is CASSNTGTGYNEQFF. Result: 1 (the TCR binds to the epitope). (2) The epitope is YLDAYNMMI. The TCR CDR3 sequence is CASSPGLPLAGANVLTF. Result: 1 (the TCR binds to the epitope). (3) The epitope is TPGPGVRYPL. The TCR CDR3 sequence is CASSLWAGFNEQFF. Result: 0 (the TCR does not bind to the epitope). (4) The epitope is TSNQVAVLY. The TCR CDR3 sequence is CASSPEDSGVWETQYF. Result: 0 (the TCR does not bind to the epitope). (5) The epitope is ELAGIGILTV. The TCR CDR3 sequence is CAYDRGTYNEQFF. Result: 0 (the TCR does not bind to the epitope).